From a dataset of Full USPTO retrosynthesis dataset with 1.9M reactions from patents (1976-2016). Predict the reactants needed to synthesize the given product. (1) Given the product [C:12]([O:11][C:9](=[O:10])[NH:16][CH:17]1[CH2:22][CH2:21][CH:20]([NH2:23])[CH2:19][CH2:18]1)([CH3:13])([CH3:14])[CH3:15], predict the reactants needed to synthesize it. The reactants are: [CH3:13][C:12]([O:11][C:9](O[C:9]([O:11][C:12]([CH3:15])([CH3:14])[CH3:13])=[O:10])=[O:10])([CH3:15])[CH3:14].[NH2:16][C@H:17]1[CH2:22][CH2:21][C@H:20]([NH2:23])[CH2:19][CH2:18]1. (2) Given the product [CH3:1][O:2][C:3]1[CH:4]=[C:5]2[C:10](=[CH:11][CH:12]=1)[C:9](=[O:13])[N:28]([C:25]1[CH:24]=[CH:23][C:22]([N:18]3[CH2:19][CH2:20][CH2:21][N:15]([CH3:14])[CH2:16][CH2:17]3)=[CH:27][CH:26]=1)[CH2:7][CH2:6]2, predict the reactants needed to synthesize it. The reactants are: [CH3:1][O:2][C:3]1[CH:4]=[C:5]2[C:10](=[CH:11][CH:12]=1)[C:9](=[O:13])O[CH:7]=[CH:6]2.[CH3:14][N:15]1[CH2:21][CH2:20][CH2:19][N:18]([C:22]2[CH:27]=[CH:26][C:25]([NH2:28])=[CH:24][CH:23]=2)[CH2:17][CH2:16]1. (3) Given the product [F:20][C:2]([F:1])([F:19])[C:3]1[CH:4]=[CH:5][C:6]([C:9]2[N:10]=[C:11]([CH2:14][OH:15])[S:12][CH:13]=2)=[CH:7][CH:8]=1, predict the reactants needed to synthesize it. The reactants are: [F:1][C:2]([F:20])([F:19])[C:3]1[CH:8]=[CH:7][C:6]([C:9]2[N:10]=[C:11]([C:14](OCC)=[O:15])[S:12][CH:13]=2)=[CH:5][CH:4]=1.[H-].[H-].[H-].[H-].[Li+].[Al+3]. (4) Given the product [Br:11][C:12]1[CH:13]=[CH:14][C:15]([Cl:20])=[C:16]([CH2:17][C:8]2[S:7][C:6]3[CH:10]=[C:2]([Cl:1])[CH:3]=[CH:4][C:5]=3[CH:9]=2)[CH:19]=1, predict the reactants needed to synthesize it. The reactants are: [Cl:1][C:2]1[CH:3]=[CH:4][C:5]2[CH:9]=[CH:8][S:7][C:6]=2[CH:10]=1.[Br:11][C:12]1[CH:13]=[CH:14][C:15]([Cl:20])=[C:16]([CH:19]=1)[CH:17]=O. (5) The reactants are: [CH3:1][O:2][C:3]1[C:8]([N+:9]([O-])=O)=[CH:7][CH:6]=[C:5]([C:12]2[N:16]([CH3:17])[N:15]=[N:14][N:13]=2)[N:4]=1. Given the product [CH3:1][O:2][C:3]1[C:8]([NH2:9])=[CH:7][CH:6]=[C:5]([C:12]2[N:16]([CH3:17])[N:15]=[N:14][N:13]=2)[N:4]=1, predict the reactants needed to synthesize it. (6) The reactants are: [CH3:1][C:2]1[C:6]2=[N:7][CH:8]=[CH:9][CH:10]=[C:5]2[S:4][C:3]=1[CH:11]=[O:12].[CH:13]1([Mg]Br)[CH2:18][CH2:17][CH2:16][CH2:15][CH2:14]1.[Cl-].[NH4+].C[N+]1([O-])CCOCC1. Given the product [CH:13]1([C:11]([C:3]2[S:4][C:5]3[C:6](=[N:7][CH:8]=[CH:9][CH:10]=3)[C:2]=2[CH3:1])=[O:12])[CH2:18][CH2:17][CH2:16][CH2:15][CH2:14]1, predict the reactants needed to synthesize it. (7) Given the product [NH2:2][C:1](=[N:12][OH:11])[CH2:3][C:4]([O:6][C:7]([CH3:10])([CH3:9])[CH3:8])=[O:5], predict the reactants needed to synthesize it. The reactants are: [C:1]([CH2:3][C:4]([O:6][C:7]([CH3:10])([CH3:9])[CH3:8])=[O:5])#[N:2].[OH:11][NH2:12].